Regression. Given two drug SMILES strings and cell line genomic features, predict the synergy score measuring deviation from expected non-interaction effect. From a dataset of NCI-60 drug combinations with 297,098 pairs across 59 cell lines. Drug 1: C1=CN(C(=O)N=C1N)C2C(C(C(O2)CO)O)O.Cl. Drug 2: CN1C2=C(C=C(C=C2)N(CCCl)CCCl)N=C1CCCC(=O)O.Cl. Cell line: SF-295. Synergy scores: CSS=6.22, Synergy_ZIP=-1.51, Synergy_Bliss=2.22, Synergy_Loewe=-7.92, Synergy_HSA=0.570.